From a dataset of HIV replication inhibition screening data with 41,000+ compounds from the AIDS Antiviral Screen. Binary Classification. Given a drug SMILES string, predict its activity (active/inactive) in a high-throughput screening assay against a specified biological target. (1) The compound is CC1=Nc2ccc(Cl)cc2N=C(C)C1. The result is 0 (inactive). (2) The compound is CSc1cc(Cl)c(C(=O)Nc2ccccc2)cc1S(=O)(=O)n1cc[nH]c1=O. The result is 0 (inactive). (3) The result is 0 (inactive). The molecule is CCCCCCC(C)CCCCCCCCCCC(=O)OCC(COP(=O)([O-])OCC[N+](C)(C)C)OC(=O)CCCCCCCCCCC(C)CCCCCC. (4) The compound is COc1cc2c(C(OC(=O)c3ccccc3)c3ccc4c(c3)OCO4)nccc2c(OC)c1OC. The result is 0 (inactive). (5) The compound is COC(=O)CCSC=CC(=O)O. The result is 0 (inactive). (6) The molecule is CC(C)CC1C(=O)NCCC(NC(=O)C(Cc2ccc(OC(C)(C)C)cc2)NC(=O)OC(C)(C)C)C(=O)NC(Cc2ccccc2)C(=O)NC(Cc2ccccc2)NC1=O. The result is 0 (inactive). (7) The compound is Oc1c2cc(Br)cc1CCc1cc(Br)cc(c1O)CC2. The result is 0 (inactive). (8) The molecule is CC(=O)CCC(=O)C(=[N+]=[N-])S(=O)(=O)c1ccccc1. The result is 0 (inactive). (9) The molecule is CCn1c(=O)c(N=O)c(N)n(CCCOC)c1=O. The result is 0 (inactive). (10) The compound is O=S(c1ccccc1)c1ccccc1. The result is 0 (inactive).